This data is from Peptide-MHC class I binding affinity with 185,985 pairs from IEDB/IMGT. The task is: Regression. Given a peptide amino acid sequence and an MHC pseudo amino acid sequence, predict their binding affinity value. This is MHC class I binding data. (1) The peptide sequence is CLDAGINYV. The MHC is HLA-A02:01 with pseudo-sequence HLA-A02:01. The binding affinity (normalized) is 1.00. (2) The peptide sequence is SCRVKLSAL. The MHC is HLA-B18:01 with pseudo-sequence HLA-B18:01. The binding affinity (normalized) is 0.0847.